This data is from Full USPTO retrosynthesis dataset with 1.9M reactions from patents (1976-2016). The task is: Predict the reactants needed to synthesize the given product. (1) Given the product [CH2:1]([NH:5][C:6]1[N:11]=[C:10]([NH:12][C@H:13]2[CH2:14][CH2:15][C@H:16]([OH:19])[CH2:17][CH2:18]2)[C:9]([C:20]2[CH:21]=[CH:22][C:23]([CH2:26][CH:27]3[CH2:32][CH2:31][NH:30][CH2:29][CH2:28]3)=[CH:24][N:25]=2)=[CH:8][N:7]=1)[CH2:2][CH2:3][CH3:4], predict the reactants needed to synthesize it. The reactants are: [CH2:1]([NH:5][C:6]1[N:11]=[C:10]([NH:12][CH:13]2[CH2:18][CH2:17][CH:16]([OH:19])[CH2:15][CH2:14]2)[C:9]([C:20]2[N:25]=[CH:24][C:23]([CH:26]=[C:27]3[CH2:32][CH2:31][N:30](C(OC(C)(C)C)=O)[CH2:29][CH2:28]3)=[CH:22][CH:21]=2)=[CH:8][N:7]=1)[CH2:2][CH2:3][CH3:4]. (2) Given the product [C:29]([C:26]1[CH:25]=[CH:24][C:23]([C:20]2[CH:19]=[CH:18][C:17]([O:16][CH2:15][CH2:14][CH2:13][O:12][C:9]3[CH:10]=[CH:11][C:6]([CH2:5][C@H:4]([O:35][CH3:36])[C:3]([OH:37])=[O:2])=[C:7]([O:33][CH3:34])[CH:8]=3)=[CH:22][CH:21]=2)=[CH:28][CH:27]=1)([CH3:32])([CH3:30])[CH3:31], predict the reactants needed to synthesize it. The reactants are: C[O:2][C:3](=[O:37])[C@@H:4]([O:35][CH3:36])[CH2:5][C:6]1[CH:11]=[CH:10][C:9]([O:12][CH2:13][CH2:14][CH2:15][O:16][C:17]2[CH:22]=[CH:21][C:20]([C:23]3[CH:28]=[CH:27][C:26]([C:29]([CH3:32])([CH3:31])[CH3:30])=[CH:25][CH:24]=3)=[CH:19][CH:18]=2)=[CH:8][C:7]=1[O:33][CH3:34].[OH-].[Na+]. (3) Given the product [N+:1]([C:4]1[CH:13]=[CH:12][CH:11]=[C:10]2[C:5]=1[CH:6]=[CH:7][N:25]([C@@H:26]([CH3:30])[C:27]([NH2:29])=[O:28])[C:9]2=[O:14])([O-:3])=[O:2], predict the reactants needed to synthesize it. The reactants are: [N+:1]([C:4]1[CH:13]=[CH:12][CH:11]=[C:10]2[C:5]=1[CH:6]=[CH:7]O[C:9]2=[O:14])([O-:3])=[O:2].CO.C(N(CC)CC)C.Br.[NH2:25][C@@H:26]([CH3:30])[C:27]([NH2:29])=[O:28]. (4) Given the product [F:8][C:9]1[CH:10]=[CH:11][C:12]([OH:17])=[C:13](/[CH:14]=[C:7]2/[C:5](=[O:6])[NH:4][C:2](=[S:3])[S:1]/2)[CH:16]=1, predict the reactants needed to synthesize it. The reactants are: [S:1]1[CH2:7][C:5](=[O:6])[NH:4][C:2]1=[S:3].[F:8][C:9]1[CH:16]=[C:13]([CH:14]=O)[C:12]([OH:17])=[CH:11][CH:10]=1.C([O-])(=O)C.[NH4+]. (5) Given the product [C:1]([O:5][C:6]([N:8]1[CH2:13][CH2:12][CH:11]([C:14]2[CH:19]=[CH:18][CH:17]=[C:16]([O:20][CH3:21])[CH:15]=2)[C:10](=[O:22])[CH2:9]1)=[O:7])([CH3:4])([CH3:3])[CH3:2], predict the reactants needed to synthesize it. The reactants are: [C:1]([O:5][C:6]([N:8]1[CH2:13][CH2:12][CH:11]([C:14]2[CH:19]=[CH:18][CH:17]=[C:16]([O:20][CH3:21])[CH:15]=2)[CH:10]([OH:22])[CH2:9]1)=[O:7])([CH3:4])([CH3:3])[CH3:2].N1C=CC=CC=1.CC(OI1(OC(C)=O)(OC(C)=O)OC(=O)C2C=CC=CC1=2)=O. (6) Given the product [CH3:1][O:2][C:3]1[C:21]2[C:16]3[CH:15]=[C:14]([CH:19]=[CH:18][C:17]=3[OH:20])[CH2:13][CH2:12][C:11](=[O:23])[CH2:10][CH2:9][CH2:8][CH2:7][C:6](=[C:5]([OH:24])[C:4]=1[O:25][CH3:26])[CH:22]=2, predict the reactants needed to synthesize it. The reactants are: [CH3:1][O:2][C:3]1[C:21]2=[CH:22][C:6]([CH2:7][CH2:8][CH2:9][CH2:10][C@@H:11]([OH:23])[CH2:12][CH2:13][C:14]3[CH:19]=[CH:18][C:17]([OH:20])=[C:16]2[CH:15]=3)=[C:5]([OH:24])[C:4]=1[O:25][CH3:26].ClCCl.[Cr](Cl)([O-])(=O)=O.[NH+]1C=CC=CC=1. (7) Given the product [Cl:28][C:29]1[CH:30]=[CH:31][C:32]2[S:36][C:35]([S:37]([N:12]3[CH2:13][CH2:14][N:9]([C:4]4[C:3]([C:2]([F:1])([F:16])[F:17])=[CH:8][CH:7]=[CH:6][N:5]=4)[CH2:10][C:11]3=[O:15])(=[O:39])=[O:38])=[C:34]([CH3:41])[C:33]=2[CH:42]=1, predict the reactants needed to synthesize it. The reactants are: [F:1][C:2]([F:17])([F:16])[C:3]1[C:4]([N:9]2[CH2:14][CH2:13][NH:12][C:11](=[O:15])[CH2:10]2)=[N:5][CH:6]=[CH:7][CH:8]=1.[Li+].C[Si]([N-][Si](C)(C)C)(C)C.[Cl:28][C:29]1[CH:30]=[CH:31][C:32]2[S:36][C:35]([S:37](Cl)(=[O:39])=[O:38])=[C:34]([CH3:41])[C:33]=2[CH:42]=1.